From a dataset of Catalyst prediction with 721,799 reactions and 888 catalyst types from USPTO. Predict which catalyst facilitates the given reaction. Reactant: [C:1]([C:3]1[CH:4]=[C:5]([CH:17]=[CH:18][CH:19]=1)[C:6]([NH:8][C:9]1[C:14]([Cl:15])=[CH:13][N:12]=[CH:11][C:10]=1[Cl:16])=[O:7])#[N:2].ClC1C=CC=C(C(OO)=[O:28])C=1.O. Product: [C:1]([C:3]1[CH:4]=[C:5]([CH:17]=[CH:18][CH:19]=1)[C:6]([NH:8][C:9]1[C:10]([Cl:16])=[CH:11][N+:12]([O-:28])=[CH:13][C:14]=1[Cl:15])=[O:7])#[N:2]. The catalyst class is: 13.